This data is from Catalyst prediction with 721,799 reactions and 888 catalyst types from USPTO. The task is: Predict which catalyst facilitates the given reaction. (1) Reactant: [F:1][C:2]1[CH:3]=[C:4]([CH:17]=[CH:18][CH:19]=1)[CH2:5][NH:6][C:7]([NH:9][C:10]1[S:11][CH:12]=[C:13]([CH2:15]I)[N:14]=1)=[O:8].[OH:20][C:21]1[C:22]([C:27]([O:29][CH3:30])=[O:28])=[N:23][CH:24]=[CH:25][N:26]=1.C([O-])([O-])=O.[K+].[K+].O. Product: [F:1][C:2]1[CH:3]=[C:4]([CH:17]=[CH:18][CH:19]=1)[CH2:5][NH:6][C:7](=[O:8])[NH:9][C:10]1[S:11][CH:12]=[C:13]([CH2:15][O:20][C:21]2[C:22]([C:27]([O:29][CH3:30])=[O:28])=[N:23][CH:24]=[CH:25][N:26]=2)[N:14]=1. The catalyst class is: 60. (2) Reactant: [Cl:1][CH2:2][C:3]1[CH:10]=[C:9]([OH:11])[CH:8]=[C:7]([OH:12])[C:4]=1[CH:5]=[O:6].C(Cl)Cl.N1C=CN=C1.[C:21]([Si:25]([C:33]1[CH:38]=[CH:37][CH:36]=[CH:35][CH:34]=1)([C:27]1[CH:32]=[CH:31][CH:30]=[CH:29][CH:28]=1)Cl)([CH3:24])([CH3:23])[CH3:22]. Product: [O:11]([C:9]1[CH:8]=[C:7]([OH:12])[C:4]([CH:5]=[O:6])=[C:3]([CH2:2][Cl:1])[CH:10]=1)[Si:25]([C:21]([CH3:24])([CH3:23])[CH3:22])([C:33]1[CH:34]=[CH:35][CH:36]=[CH:37][CH:38]=1)[C:27]1[CH:32]=[CH:31][CH:30]=[CH:29][CH:28]=1. The catalyst class is: 1. (3) Reactant: [CH3:1][O:2][C:3](=[O:12])[C:4]1[C:9]([Cl:10])=[CH:8][CH:7]=[C:6](Cl)[N:5]=1.[Na+].[I-:14].C(Cl)(=O)C. Product: [CH3:1][O:2][C:3](=[O:12])[C:4]1[C:9]([Cl:10])=[CH:8][CH:7]=[C:6]([I:14])[N:5]=1. The catalyst class is: 23.